From a dataset of Full USPTO retrosynthesis dataset with 1.9M reactions from patents (1976-2016). Predict the reactants needed to synthesize the given product. (1) Given the product [Cl:53][C:54]1[CH:55]=[CH:56][C:57]([CH2:58][O:59][C:60]2[C:61]([O:79][CH2:80][CH3:81])=[C:62]([CH:63]=[CH:64][CH:65]=2)[CH2:66][C:68]2[C:76]3[C:71](=[N:72][CH:73]=[CH:74][CH:75]=3)[NH:70][CH:69]=2)=[CH:82][CH:83]=1, predict the reactants needed to synthesize it. The reactants are: ICC(F)(F)F.ClC1C=CC(CBr)=C(F)C=1.N1C2C(=CC=CN=2)C=C1.COC1C=C2C(=NC=1)NC=C2.CCC1N=C(CC2C=CC(OC)=CC=2)OC1.[Cl:53][C:54]1[CH:83]=[CH:82][C:57]([CH2:58][O:59][C:60]2[C:61]([O:79][CH2:80][CH3:81])=[C:62]([C:66]([C:68]3[C:76]4[C:71](=[N:72][CH:73]=[C:74](OC)[CH:75]=4)[NH:70][CH:69]=3)=O)[CH:63]=[CH:64][CH:65]=2)=[C:56](F)[CH:55]=1. (2) Given the product [C:3]([C:5]1[C:13]2[C:8](=[CH:9][CH:10]=[C:11]([C:14]([OH:16])=[O:15])[CH:12]=2)[N:7]([CH:18]2[CH2:23][CH2:22][CH2:21][CH2:20][O:19]2)[N:6]=1)#[CH:4], predict the reactants needed to synthesize it. The reactants are: [OH-].[Na+].[C:3]([C:5]1[C:13]2[C:8](=[CH:9][CH:10]=[C:11]([C:14]([O:16]C)=[O:15])[CH:12]=2)[N:7]([CH:18]2[CH2:23][CH2:22][CH2:21][CH2:20][O:19]2)[N:6]=1)#[CH:4].Cl. (3) Given the product [N:67]([CH:17]([CH3:18])[CH2:16][C:12]1[CH:11]=[C:10]([CH:15]=[CH:14][CH:13]=1)[CH2:9][O:8][Si:1]([C:4]([CH3:7])([CH3:6])[CH3:5])([CH3:3])[CH3:2])=[N+:68]=[N-:69], predict the reactants needed to synthesize it. The reactants are: [Si:1]([O:8][CH2:9][C:10]1[CH:11]=[C:12]([CH2:16][CH:17](O)[CH3:18])[CH:13]=[CH:14][CH:15]=1)([C:4]([CH3:7])([CH3:6])[CH3:5])([CH3:3])[CH3:2].N(C(OC(C)C)=O)=NC(OC(C)C)=O.C1(P(C2C=CC=CC=2)C2C=CC=CC=2)C=CC=CC=1.C1(P([N:67]=[N+:68]=[N-:69])(C2C=CC=CC=2)=O)C=CC=CC=1.